This data is from Peptide-MHC class I binding affinity with 185,985 pairs from IEDB/IMGT. The task is: Regression. Given a peptide amino acid sequence and an MHC pseudo amino acid sequence, predict their binding affinity value. This is MHC class I binding data. (1) The peptide sequence is KLQPSDTLL. The MHC is HLA-A69:01 with pseudo-sequence HLA-A69:01. The binding affinity (normalized) is 0.0847. (2) The peptide sequence is RANNNRLPK. The MHC is HLA-B46:01 with pseudo-sequence HLA-B46:01. The binding affinity (normalized) is 0.0847. (3) The peptide sequence is RIRSERPAF. The MHC is HLA-B38:01 with pseudo-sequence HLA-B38:01. The binding affinity (normalized) is 0.0847. (4) The peptide sequence is KCRVKMEKL. The MHC is HLA-A02:03 with pseudo-sequence HLA-A02:03. The binding affinity (normalized) is 0.0847. (5) The peptide sequence is MMILPAALAF. The MHC is HLA-A24:02 with pseudo-sequence HLA-A24:02. The binding affinity (normalized) is 0.370. (6) The peptide sequence is RPAGARAAF. The MHC is HLA-B35:01 with pseudo-sequence HLA-B35:01. The binding affinity (normalized) is 0.666.